This data is from Reaction yield outcomes from USPTO patents with 853,638 reactions. The task is: Predict the reaction yield, written as a fraction of the theoretical maximum amount of product (1.0 means a 100% yield; for example, 0.34 means a 34% yield). (1) The reactants are Cl[C:2]1[CH:7]=[C:6]([C:8]2[CH:9]=[CH:10][C:11]([O:16][CH:17]3[CH2:22][CH2:21][O:20][CH2:19][CH2:18]3)=[C:12]([CH:15]=2)[C:13]#[N:14])[CH:5]=[CH:4][N:3]=1.[O:23]1[CH2:28][CH:27]=[C:26]([C:29]2[CH:30]=[CH:31][C:32]([NH2:35])=[N:33][CH:34]=2)[CH2:25][CH2:24]1. No catalyst specified. The product is [O:23]1[CH2:24][CH:25]=[C:26]([C:29]2[CH:30]=[CH:31][C:32]([NH:35][C:2]3[CH:7]=[C:6]([C:8]4[CH:9]=[CH:10][C:11]([O:16][CH:17]5[CH2:22][CH2:21][O:20][CH2:19][CH2:18]5)=[C:12]([CH:15]=4)[C:13]#[N:14])[CH:5]=[CH:4][N:3]=3)=[N:33][CH:34]=2)[CH2:27][CH2:28]1. The yield is 0.230. (2) The reactants are [Br:1][C:2]1[CH:3]=[CH:4][C:5]([F:10])=[C:6]([CH:9]=1)[CH:7]=O.[Cl-].[CH3:12][O:13][CH2:14][P+](C1C=CC=CC=1)(C1C=CC=CC=1)C1C=CC=CC=1. No catalyst specified. The product is [CH3:12][O:13][CH:14]=[CH:7][C:6]1[CH:9]=[C:2]([Br:1])[CH:3]=[CH:4][C:5]=1[F:10]. The yield is 0.480. (3) The catalyst is C1COCC1.C(Cl)Cl.CN(C=O)C. The product is [Br:1][C:2]1[C:3]2[C:4]3[C:9](=[CH:8][C:7]([C:18]([N:39]4[CH2:40][CH2:41][N:36]([CH3:35])[CH2:37][CH2:38]4)=[O:19])=[CH:6][CH:5]=3)[NH:10][C:11]=2[C:12]([C:15]([NH2:16])=[O:17])=[CH:13][CH:14]=1. The yield is 0.760. The reactants are [Br:1][C:2]1[CH:14]=[CH:13][C:12]([C:15](=[O:17])[NH2:16])=[C:11]2[C:3]=1[C:4]1[CH:5]=[CH:6][C:7]([C:18](O)=[O:19])=[CH:8][C:9]=1[NH:10]2.C(Cl)CCl.C1C=CC2N(O)N=NC=2C=1.[CH3:35][N:36]1[CH2:41][CH2:40][NH:39][CH2:38][CH2:37]1. (4) The reactants are [Cl:1][C:2]1[CH:7]=[CH:6][C:5]([NH:8][C:9]([N:11]2[CH2:15][C@@H:14]([N:16]=[N+]=[N-])[CH2:13][C@@H:12]2[C:19]([NH:21][C:22]2[CH:27]=[CH:26][C:25]([N:28]3[CH2:33][CH2:32][O:31][CH2:30][C:29]3=[O:34])=[CH:24][CH:23]=2)=[O:20])=[O:10])=[CH:4][CH:3]=1.C1(P(C2C=CC=CC=2)C2C=CC=CC=2)C=CC=CC=1. The catalyst is O1CCCC1.O. The product is [Cl:1][C:2]1[CH:7]=[CH:6][C:5]([NH:8][C:9]([N:11]2[CH2:15][C@@H:14]([NH2:16])[CH2:13][C@@H:12]2[C:19]([NH:21][C:22]2[CH:27]=[CH:26][C:25]([N:28]3[CH2:33][CH2:32][O:31][CH2:30][C:29]3=[O:34])=[CH:24][CH:23]=2)=[O:20])=[O:10])=[CH:4][CH:3]=1. The yield is 0.400. (5) The reactants are CON(C)[C:4](=[O:20])[CH:5]([O:18][CH3:19])[C:6]1[CH:7]=[N:8][C:9]([N:12]2[CH2:17][CH2:16][CH2:15][CH2:14][CH2:13]2)=[CH:10][CH:11]=1.[Br:22][C:23]1[C:28]([O:29][CH3:30])=[CH:27][C:26]([C:31]2[O:32][CH:33]=[CH:34][CH:35]=2)=[CH:25][C:24]=1[O:36][CH3:37]. No catalyst specified. The product is [Br:22][C:23]1[C:24]([O:36][CH3:37])=[CH:25][C:26]([C:31]2[O:32][C:33]([C:4](=[O:20])[CH:5]([O:18][CH3:19])[C:6]3[CH:7]=[N:8][C:9]([N:12]4[CH2:13][CH2:14][CH2:15][CH2:16][CH2:17]4)=[CH:10][CH:11]=3)=[CH:34][CH:35]=2)=[CH:27][C:28]=1[O:29][CH3:30]. The yield is 0.650. (6) The reactants are [NH2:1][C:2]1[CH:7]=[CH:6][N:5]=[C:4]([Cl:8])[CH:3]=1.[CH:9](=O)[CH2:10][CH3:11].C(O[BH-](O[C:23](=O)[CH3:24])OC(=O)C)(=O)C.[Na+].[BH4-].[Na+].Cl[CH:30](Cl)C. The catalyst is C(O)(=O)C.ClCCl. The product is [Cl:8][C:4]1[CH:3]=[C:2]([N:1]([CH2:30][CH2:23][CH3:24])[CH2:9][CH2:10][CH3:11])[CH:7]=[CH:6][N:5]=1. The yield is 0.380.